Regression/Classification. Given a drug SMILES string, predict its absorption, distribution, metabolism, or excretion properties. Task type varies by dataset: regression for continuous measurements (e.g., permeability, clearance, half-life) or binary classification for categorical outcomes (e.g., BBB penetration, CYP inhibition). Dataset: cyp3a4_veith. From a dataset of CYP3A4 inhibition data for predicting drug metabolism from PubChem BioAssay. (1) The molecule is CNCCc1c[nH]c2ccc(O)cc12. The result is 0 (non-inhibitor). (2) The molecule is CCCN(CCC)C(=S)NC(=O)c1ccc(Cl)cc1Cl. The result is 1 (inhibitor). (3) The compound is O=C(O)C[C@H](NC(=O)CP(=O)(O)O)C(=O)O.[NH-][C@H]1CCCC[C@H]1[NH-].[Pt]. The result is 0 (non-inhibitor). (4) The compound is COc1cccc(OC)c1OCCCN1CCOCC1. The result is 0 (non-inhibitor). (5) The result is 0 (non-inhibitor). The compound is O.O=C(O)[C@@H](O)[C@@H](O)C(=O)O.O=C(c1ccc(F)cc1)C1CCN(CCn2c(=O)[nH]c3ccccc3c2=O)CC1. (6) The drug is Cn1c(=O)n(CCC(=O)O)c2ccccc21. The result is 0 (non-inhibitor).